From a dataset of Forward reaction prediction with 1.9M reactions from USPTO patents (1976-2016). Predict the product of the given reaction. Given the reactants [O:1]=[C:2]1[N:6]([C:7]2[CH:8]=[CH:9][C:10]3[CH2:16][CH2:15][CH2:14][C:13](=[O:17])[CH2:12][C:11]=3[CH:18]=2)[CH2:5][C@H:4]([CH2:19][NH:20][C:21](=[O:23])[CH3:22])[O:3]1.CO[CH:26](OC)[N:27]([CH3:29])[CH3:28], predict the reaction product. The product is: [CH3:26][N:27]([CH:29]=[C:12]1[C:11]2[CH:18]=[C:7]([N:6]3[CH2:5][C@H:4]([CH2:19][NH:20][C:21](=[O:23])[CH3:22])[O:3][C:2]3=[O:1])[CH:8]=[CH:9][C:10]=2[CH2:16][CH2:15][CH2:14][C:13]1=[O:17])[CH3:28].